This data is from Full USPTO retrosynthesis dataset with 1.9M reactions from patents (1976-2016). The task is: Predict the reactants needed to synthesize the given product. (1) Given the product [C:36]([O:35][C:33]([N:27]1[CH2:32][CH2:31][N:30]([CH2:21][C:12]2[C:13](=[O:20])[N:14]([CH2:16][CH:17]([CH3:18])[CH3:19])[N:15]=[C:10]([C:4]3[CH:5]=[CH:6][C:7]([O:8][CH3:9])=[C:2]([F:1])[CH:3]=3)[CH:11]=2)[CH2:29][CH2:28]1)=[O:34])([CH3:39])([CH3:37])[CH3:38], predict the reactants needed to synthesize it. The reactants are: [F:1][C:2]1[CH:3]=[C:4]([C:10]2[CH:11]=[C:12]([CH2:21]OS(C)(=O)=O)[C:13](=[O:20])[N:14]([CH2:16][CH:17]([CH3:19])[CH3:18])[N:15]=2)[CH:5]=[CH:6][C:7]=1[O:8][CH3:9].[N:27]1([C:33]([O:35][C:36]([CH3:39])([CH3:38])[CH3:37])=[O:34])[CH2:32][CH2:31][NH:30][CH2:29][CH2:28]1. (2) Given the product [Br:8][C:9]1[CH:10]=[CH:11][C:12]2[O:18][CH2:17][CH2:16][N:15]3[C:19]([C:29]4[NH:28][N:27]=[C:4]([CH:3]5[CH2:1][CH2:2]5)[N:6]=4)=[C:20]([C:22]([NH2:24])=[O:23])[N:21]=[C:14]3[C:13]=2[CH:26]=1, predict the reactants needed to synthesize it. The reactants are: [CH2:1]1[CH:3]([C:4]([NH2:6])=N)[CH2:2]1.Cl.[Br:8][C:9]1[CH:10]=[CH:11][C:12]2[O:18][CH2:17][CH2:16][N:15]3[C:19](I)=[C:20]([C:22]([NH2:24])=[O:23])[N:21]=[C:14]3[C:13]=2[CH:26]=1.[NH2:27][NH2:28].[CH2:29](Cl)Cl. (3) Given the product [C:14]([O:13][C:12]([NH:11][CH2:10][CH2:9][NH:8][CH2:7][C:6]1[C:2]([C:38]2[CH:37]=[C:36]3[C:41](=[CH:40][CH:39]=2)[N:33]([C:31]([O:30][C:26]([CH3:29])([CH3:28])[CH3:27])=[O:32])[N:34]=[CH:35]3)=[N:3][N:4]([CH:20]2[CH2:25][CH2:24][CH2:23][CH2:22][O:21]2)[CH:5]=1)=[O:18])([CH3:15])([CH3:16])[CH3:17], predict the reactants needed to synthesize it. The reactants are: I[C:2]1[C:6]([CH2:7][N:8](C)[CH2:9][CH2:10][NH:11][C:12](=[O:18])[O:13][C:14]([CH3:17])([CH3:16])[CH3:15])=[CH:5][N:4]([CH:20]2[CH2:25][CH2:24][CH2:23][CH2:22][O:21]2)[N:3]=1.[C:26]([O:30][C:31]([N:33]1[C:41]2[C:36](=[CH:37][C:38](B(O)O)=[CH:39][CH:40]=2)[CH:35]=[N:34]1)=[O:32])([CH3:29])([CH3:28])[CH3:27].C(Cl)Cl.CC#N. (4) Given the product [C:1]([C:5]1[CH:14]=[CH:13][C:8]([C:9]([O:11][CH3:12])=[O:10])=[C:7]([O:15][CH:26]2[CH2:27][CH2:28][N:23]([C:16]([O:18][C:19]([CH3:22])([CH3:21])[CH3:20])=[O:17])[CH2:24][CH2:25]2)[CH:6]=1)([CH3:4])([CH3:2])[CH3:3], predict the reactants needed to synthesize it. The reactants are: [C:1]([C:5]1[CH:14]=[CH:13][C:8]([C:9]([O:11][CH3:12])=[O:10])=[C:7]([OH:15])[CH:6]=1)([CH3:4])([CH3:3])[CH3:2].[C:16]([N:23]1[CH2:28][CH2:27][CH:26](O)[CH2:25][CH2:24]1)([O:18][C:19]([CH3:22])([CH3:21])[CH3:20])=[O:17].C1(P(C2C=CC=CC=2)C2C=CC=CC=2)C=CC=CC=1.N(C(OC(C)C)=O)=NC(OC(C)C)=O. (5) Given the product [CH3:19][O:18][C:17](=[O:20])[NH:10][CH2:9][CH2:8][C:3]1[CH:4]=[CH:5][CH:6]=[CH:7][C:2]=1[Br:1], predict the reactants needed to synthesize it. The reactants are: [Br:1][C:2]1[CH:7]=[CH:6][CH:5]=[CH:4][C:3]=1[CH2:8][CH2:9][NH2:10].C(=O)([O-])[O-].[K+].[K+].[C:17](Cl)(=[O:20])[O:18][CH3:19]. (6) The reactants are: [NH2:1][CH2:2][C@@H:3]1[C@H:8]([CH3:9])[CH2:7][CH2:6][CH2:5][N:4]1[C:10]([C:12]1[CH:17]=[C:16]([CH3:18])[CH:15]=[CH:14][C:13]=1[C:19]1[CH:20]=[N:21][N:22]([CH3:24])[CH:23]=1)=[O:11].F[C:26]1[CH:31]=[CH:30][C:29]([C:32]([F:35])([F:34])[F:33])=[CH:28][N:27]=1.C([O-])([O-])=O.[K+].[K+]. Given the product [CH3:9][C@@H:8]1[CH2:7][CH2:6][CH2:5][N:4]([C:10]([C:12]2[CH:17]=[C:16]([CH3:18])[CH:15]=[CH:14][C:13]=2[C:19]2[CH:20]=[N:21][N:22]([CH3:24])[CH:23]=2)=[O:11])[C@@H:3]1[CH2:2][NH:1][C:26]1[CH:31]=[CH:30][C:29]([C:32]([F:35])([F:34])[F:33])=[CH:28][N:27]=1, predict the reactants needed to synthesize it. (7) Given the product [I:1][C:2]1[CH:7]=[C:6]2[CH:8]=[N:15][NH:9][C:5]2=[CH:4][N:3]=1, predict the reactants needed to synthesize it. The reactants are: [I:1][C:2]1[CH:7]=[C:6]([CH3:8])[C:5]([NH2:9])=[CH:4][N:3]=1.CC([O-])=O.[K+].[N:15](OCCC(C)C)=O.C([O-])(O)=O.[Na+].